This data is from Peptide-MHC class II binding affinity with 134,281 pairs from IEDB. The task is: Regression. Given a peptide amino acid sequence and an MHC pseudo amino acid sequence, predict their binding affinity value. This is MHC class II binding data. (1) The peptide sequence is EMKYFAATQFEPLAA. The MHC is HLA-DPA10301-DPB10402 with pseudo-sequence HLA-DPA10301-DPB10402. The binding affinity (normalized) is 0.796. (2) The peptide sequence is YIITPTNVSHIQSAVVSGRR. The MHC is HLA-DPA10103-DPB10301 with pseudo-sequence HLA-DPA10103-DPB10301. The binding affinity (normalized) is 0.560. (3) The peptide sequence is FRPSQQNPQAQGSVQPQQLP. The MHC is DRB1_0701 with pseudo-sequence DRB1_0701. The binding affinity (normalized) is 0. (4) The peptide sequence is TKEDLFGKKNLIPSS. The MHC is HLA-DQA10303-DQB10402 with pseudo-sequence HLA-DQA10303-DQB10402. The binding affinity (normalized) is 0. (5) The peptide sequence is TVMAPDKPSLDISLE. The MHC is DRB3_0301 with pseudo-sequence DRB3_0301. The binding affinity (normalized) is 0.518.